Predict the reaction yield, written as a fraction of the theoretical maximum amount of product (1.0 means a 100% yield; for example, 0.34 means a 34% yield). From a dataset of Reaction yield outcomes from USPTO patents with 853,638 reactions. (1) The reactants are Br[C:2]1[S:6][C:5]([C:7]2[NH:11][C:10]3[C:12]([OH:32])=[CH:13][CH:14]=[C:15]([C:16]([NH:18][C@H:19]4[CH2:24][CH2:23][CH2:22][N:21](C(OC(C)(C)C)=O)[CH2:20]4)=[O:17])[C:9]=3[N:8]=2)=[CH:4][CH:3]=1.[N:33]1(C(OC(C)(C)C)=O)[CH2:38][CH2:37][NH:36][CH2:35][CH2:34]1.[O-]P([O-])([O-])=O.[K+].[K+].[K+].O. The catalyst is CN(C)CCO.[Cu]I. The product is [OH:32][C:12]1[C:10]2[NH:11][C:7]([C:5]3[S:6][C:2]([N:33]4[CH2:38][CH2:37][NH:36][CH2:35][CH2:34]4)=[CH:3][CH:4]=3)=[N:8][C:9]=2[C:15]([C:16]([NH:18][C@H:19]2[CH2:24][CH2:23][CH2:22][NH:21][CH2:20]2)=[O:17])=[CH:14][CH:13]=1. The yield is 0.140. (2) The reactants are CO.[CH2:3]([O:10][C:11]1[CH:28]=[CH:27][C:14]([CH:15]=[C:16]([C:22]([O:24]CC)=[O:23])C(OCC)=O)=[C:13]([O:29][CH3:30])[CH:12]=1)[C:4]1[CH:9]=[CH:8][CH:7]=[CH:6][CH:5]=1.[C-:31]#[N:32].[K+]. The catalyst is O. The product is [CH2:3]([O:10][C:11]1[CH:28]=[CH:27][C:14]([CH:15]([C:31]#[N:32])[CH2:16][C:22]([OH:24])=[O:23])=[C:13]([O:29][CH3:30])[CH:12]=1)[C:4]1[CH:5]=[CH:6][CH:7]=[CH:8][CH:9]=1. The yield is 1.00. (3) The reactants are [CH2:1]([C:3](=[CH2:6])[CH:4]=[O:5])[CH3:2].[SH:7][C:8]1[CH:21]=[CH:20][CH:19]=[CH:18][C:9]=1[C:10]([C:12]1[CH:17]=[CH:16][CH:15]=[CH:14][CH:13]=1)=[O:11].C(N(CC)CC)C. The catalyst is C1COCC1.CCOCC. The product is [C:10]([C:9]1[CH:18]=[CH:19][CH:20]=[CH:21][C:8]=1[S:7][CH2:6][CH:3]([CH2:1][CH3:2])[CH:4]=[O:5])(=[O:11])[C:12]1[CH:17]=[CH:16][CH:15]=[CH:14][CH:13]=1. The yield is 0.640. (4) The reactants are CS[C:3](=[C:16]([C:19]#[N:20])[C:17]#[N:18])[N:4]1[CH2:9][CH2:8][CH:7]([N:10]2[CH2:15][CH2:14][CH2:13][CH2:12][CH2:11]2)[CH2:6][CH2:5]1.[NH2:21][CH:22]1[CH2:27][CH2:26][N:25]([CH2:28][C:29]2[CH:34]=[CH:33][CH:32]=[CH:31][CH:30]=2)[CH2:24][CH2:23]1.C(OC(C)C)(C)C. The catalyst is CCCCCC. The product is [CH2:28]([N:25]1[CH2:26][CH2:27][CH:22]([NH:21][C:3](=[C:16]([C:19]#[N:20])[C:17]#[N:18])[N:4]2[CH2:9][CH2:8][CH:7]([N:10]3[CH2:15][CH2:14][CH2:13][CH2:12][CH2:11]3)[CH2:6][CH2:5]2)[CH2:23][CH2:24]1)[C:29]1[CH:30]=[CH:31][CH:32]=[CH:33][CH:34]=1. The yield is 0.290.